Dataset: Forward reaction prediction with 1.9M reactions from USPTO patents (1976-2016). Task: Predict the product of the given reaction. (1) The product is: [F:24][C:20]1[CH:21]=[C:22]2[N:26]([CH3:25])[N:27]=[C:15]([C:12]3[CH:13]=[CH:14][C:9]([OH:8])=[CH:10][CH:11]=3)[C:17]2=[N:18][CH:19]=1. Given the reactants C([O:8][C:9]1[CH:14]=[CH:13][C:12]([C:15]([C:17]2[C:22](F)=[CH:21][C:20]([F:24])=[CH:19][N:18]=2)=O)=[CH:11][CH:10]=1)C1C=CC=CC=1.[CH3:25][NH:26][NH2:27].CC(O)C, predict the reaction product. (2) Given the reactants [CH3:1][N:2]([CH3:17])[C:3](=[O:16])[C@H:4]([C@@H:12]([CH3:15])[O:13][CH3:14])[NH:5][C:6]1[CH2:10][S:9][C:8](=[O:11])[N:7]=1.[F:18][C:19]([F:40])([F:39])[C:20]1[CH:34]=[C:33]([C:35]([F:38])([F:37])[F:36])[CH:32]=[CH:31][C:21]=1[CH2:22][N:23]1[CH2:28][CH2:27][CH:26]([CH:29]=O)[CH2:25][CH2:24]1.C([O-])(=O)C.[NH2+]1CCCCC1, predict the reaction product. The product is: [F:40][C:19]([F:18])([F:39])[C:20]1[CH:34]=[C:33]([C:35]([F:38])([F:37])[F:36])[CH:32]=[CH:31][C:21]=1[CH2:22][N:23]1[CH2:28][CH2:27][CH:26](/[CH:29]=[C:10]2/[C:6]([NH:5][C@H:4]([C:3]([N:2]([CH3:1])[CH3:17])=[O:16])[C@@H:12]([CH3:15])[O:13][CH3:14])=[N:7][C:8](=[O:11])[S:9]/2)[CH2:25][CH2:24]1. (3) Given the reactants [NH2:1][C:2]1[C:7]([F:8])=[CH:6][C:5]([OH:9])=[C:4]([F:10])[CH:3]=1.Cl[C:12]1[CH:17]=[CH:16][N:15]=[C:14]([C:18]([NH2:20])=[O:19])[CH:13]=1.[H-].[Na+], predict the reaction product. The product is: [NH2:1][C:2]1[C:7]([F:8])=[CH:6][C:5]([O:9][C:12]2[CH:17]=[CH:16][N:15]=[C:14]([C:18]([NH2:20])=[O:19])[CH:13]=2)=[C:4]([F:10])[CH:3]=1. (4) Given the reactants [CH3:1][C:2]1[CH:8]=[CH:7][CH:6]=[CH:5][C:3]=1[NH2:4].[OH-].[Na+].[C:11](=[S:13])=[S:12].Cl[CH2:15][C:16](=O)[CH3:17], predict the reaction product. The product is: [CH3:17][C:16]1[N:4]([C:3]2[CH:5]=[CH:6][CH:7]=[CH:8][C:2]=2[CH3:1])[C:11](=[S:13])[S:12][CH:15]=1. (5) Given the reactants [N:1]1([CH2:7][C:8]2[CH:9]=[C:10]([CH:39]=[CH:40][CH:41]=2)[C:11]([O:13][C:14]2[CH:15]=[CH:16][C:17]3[C:23]4[C:24]([O:32][CH3:33])=[C:25]([O:30][CH3:31])[C:26]([O:28][CH3:29])=[CH:27][C:22]=4[CH2:21][CH2:20][C@H:19]([NH:34][C:35](=[O:37])[CH3:36])[C:18]=3[CH:38]=2)=[O:12])[CH2:6][CH2:5][NH:4][CH2:3][CH2:2]1.C[Si]([N:46]=[C:47]=[O:48])(C)C, predict the reaction product. The product is: [C:47]([N:4]1[CH2:3][CH2:2][N:1]([CH2:7][C:8]2[CH:9]=[C:10]([CH:39]=[CH:40][CH:41]=2)[C:11]([O:13][C:14]2[CH:15]=[CH:16][C:17]3[C:23]4[C:24]([O:32][CH3:33])=[C:25]([O:30][CH3:31])[C:26]([O:28][CH3:29])=[CH:27][C:22]=4[CH2:21][CH2:20][C@H:19]([NH:34][C:35](=[O:37])[CH3:36])[C:18]=3[CH:38]=2)=[O:12])[CH2:6][CH2:5]1)(=[O:48])[NH2:46].